This data is from Full USPTO retrosynthesis dataset with 1.9M reactions from patents (1976-2016). The task is: Predict the reactants needed to synthesize the given product. Given the product [N+:1]([C:4]1[CH:5]=[C:6]([CH:9]=[CH:10][CH:11]=1)[CH2:7][NH:12][C:13]1[CH:18]=[CH:17][N:16]=[C:15]([Cl:19])[CH:14]=1)([O-:3])=[O:2], predict the reactants needed to synthesize it. The reactants are: [N+:1]([C:4]1[CH:5]=[C:6]([CH:9]=[CH:10][CH:11]=1)[CH:7]=O)([O-:3])=[O:2].[NH2:12][C:13]1[CH:18]=[CH:17][N:16]=[C:15]([Cl:19])[CH:14]=1.C(O[BH-](OC(=O)C)OC(=O)C)(=O)C.[Na+].[OH-].[Na+].